From a dataset of Reaction yield outcomes from USPTO patents with 853,638 reactions. Predict the reaction yield, written as a fraction of the theoretical maximum amount of product (1.0 means a 100% yield; for example, 0.34 means a 34% yield). (1) The yield is 0.700. The product is [CH:1]1[CH:6]=[CH:5][C:4]([C@@H:7]2[N:16]([C:17]([O:19][C@@H:20]3[CH:25]4[CH2:24][CH2:23][N:22]([CH2:27][CH2:26]4)[CH2:21]3)=[O:18])[CH2:15][CH2:14][C:13]3[CH:12]=[CH:11][CH:10]=[CH:9][C:8]2=3)=[CH:3][CH:2]=1.[CH2:29]([C:28]([OH:35])=[O:34])[CH2:30][C:31]([OH:33])=[O:32]. The reactants are [CH:1]1[CH:2]=[CH:3][C:4]([C@@H:7]2[N:16]([C:17]([O:19][C@@H:20]3[CH:25]4[CH2:26][CH2:27][N:22]([CH2:23][CH2:24]4)[CH2:21]3)=[O:18])[CH2:15][CH2:14][C:13]3[CH:12]=[CH:11][CH:10]=[CH:9][C:8]2=3)=[CH:5][CH:6]=1.[C:28]([OH:35])(=[O:34])[CH2:29][CH2:30][C:31]([OH:33])=[O:32]. The catalyst is COC(OC)(C)C. (2) The reactants are [I-].[Na+].[CH2:3]([O:6][C:7]1[CH:12]=CC(O)=[CH:9][CH:8]=1)[CH2:4][CH3:5].[C:14]([O-:17])([O-])=[O:15].[Cs+].[Cs+].ClC[C:22]1([C:37]([O:39][CH2:40][CH3:41])=O)[CH2:25][N:24]([C:26]([NH:28][C:29]2[CH:34]=[CH:33][CH:32]=[C:31]([Cl:35])[C:30]=2[Cl:36])=[O:27])[CH2:23]1.Cl. The catalyst is CN(C=O)C.CO.O. The product is [Cl:36][C:30]1[C:31]([Cl:35])=[CH:32][CH:33]=[CH:34][C:29]=1[NH:28][C:26]([N:24]1[CH2:23][C:22]([CH2:37][O:39][C:40]2[CH:41]=[CH:12][C:7]([O:6][CH2:3][CH2:4][CH3:5])=[CH:8][CH:9]=2)([C:14]([OH:17])=[O:15])[CH2:25]1)=[O:27]. The yield is 0.0400. (3) The reactants are C1N=CN(C(N2C=NC=C2)=O)C=1.[CH2:13]([O:20][N:21]1[C:27](=[O:28])[N:26]2[CH2:29][C@H:22]1[CH2:23][CH2:24][C@H:25]2[C:30]1[O:31]C(C2CCNCC2)=N[N:34]=1)[C:14]1[CH:19]=[CH:18][CH:17]=[CH:16][CH:15]=1.O/[N:42]=[C:43](\[CH:45]1[CH2:50][CH2:49][N:48]([C:51]([O:53][C:54]([CH3:57])([CH3:56])[CH3:55])=[O:52])[CH2:47][CH2:46]1)/N. The catalyst is CN(C=O)C.CCOC(C)=O. The product is [CH2:13]([O:20][N:21]1[C:27](=[O:28])[N:26]2[CH2:29][C@H:22]1[CH2:23][CH2:24][C@H:25]2[C:30]1[O:31][N:42]=[C:43]([CH:45]2[CH2:50][CH2:49][N:48]([C:51]([O:53][C:54]([CH3:57])([CH3:56])[CH3:55])=[O:52])[CH2:47][CH2:46]2)[N:34]=1)[C:14]1[CH:15]=[CH:16][CH:17]=[CH:18][CH:19]=1. The yield is 0.760. (4) The reactants are [CH2:1]([S-:4])[CH2:2][CH3:3].[Na+].Cl[C:7]1[C:20]2[C:11](=[C:12]3[C:17](=[CH:18][CH:19]=2)[CH:16]=[CH:15][CH:14]=[N:13]3)[N:10]=[C:9]([CH3:21])[CH:8]=1. The catalyst is CO. The product is [CH3:21][C:9]1[CH:8]=[C:7]([S:4][CH2:1][CH2:2][CH3:3])[C:20]2[C:11](=[C:12]3[C:17](=[CH:18][CH:19]=2)[CH:16]=[CH:15][CH:14]=[N:13]3)[N:10]=1. The yield is 0.760. (5) The reactants are [O:1]=[C:2]1[C:11]2[CH:10]=[CH:9][CH:8]=[C:7]3[NH:12][CH:13]([C:23]4[CH:28]=[CH:27][CH:26]=[CH:25][CH:24]=4)[CH:14]([C:15]4[CH:16]=[C:17]([CH:20]=[CH:21][CH:22]=4)[CH:18]=O)[C:5]([C:6]=23)=[N:4][NH:3]1.[CH3:29][NH:30][CH3:31].[BH4-].[Na+]. The catalyst is CO. The product is [CH3:29][N:30]([CH2:18][C:17]1[CH:16]=[C:15]([CH:14]2[C:5]3=[N:4][NH:3][C:2](=[O:1])[C:11]4[CH:10]=[CH:9][CH:8]=[C:7]([C:6]=43)[NH:12][CH:13]2[C:23]2[CH:24]=[CH:25][CH:26]=[CH:27][CH:28]=2)[CH:22]=[CH:21][CH:20]=1)[CH3:31]. The yield is 0.440. (6) The reactants are [Cl:1][C:2]1[CH:10]=[C:9]2[C:5]([CH:6]([CH:12]([CH3:14])[CH3:13])[NH:7][C:8]2=[O:11])=[CH:4][CH:3]=1.[H-].[Na+].Br[CH2:18][C:19]1[CH:24]=[CH:23][C:22]([C:25]([F:28])([F:27])[F:26])=[CH:21][CH:20]=1.[NH4+].[Cl-]. The catalyst is CN(C=O)C. The product is [Cl:1][C:2]1[CH:10]=[C:9]2[C:5]([CH:6]([CH:12]([CH3:14])[CH3:13])[N:7]([CH2:18][C:19]3[CH:20]=[CH:21][C:22]([C:25]([F:26])([F:27])[F:28])=[CH:23][CH:24]=3)[C:8]2=[O:11])=[CH:4][CH:3]=1. The yield is 0.560.